This data is from Reaction yield outcomes from USPTO patents with 853,638 reactions. The task is: Predict the reaction yield, written as a fraction of the theoretical maximum amount of product (1.0 means a 100% yield; for example, 0.34 means a 34% yield). The reactants are [N:1]([CH:4]1[C:12]2[C:7](=[C:8]([CH3:13])[CH:9]=[CH:10][CH:11]=2)[CH2:6][CH2:5]1)=[C:2]=[S:3].[NH2:14][CH2:15][CH2:16][OH:17]. The catalyst is C1COCC1. The product is [OH:17][CH2:16][CH2:15][NH:14][C:2]([NH:1][CH:4]1[C:12]2[C:7](=[C:8]([CH3:13])[CH:9]=[CH:10][CH:11]=2)[CH2:6][CH2:5]1)=[S:3]. The yield is 0.820.